Task: Regression. Given two drug SMILES strings and cell line genomic features, predict the synergy score measuring deviation from expected non-interaction effect.. Dataset: NCI-60 drug combinations with 297,098 pairs across 59 cell lines (1) Drug 1: CC1=CC2C(CCC3(C2CCC3(C(=O)C)OC(=O)C)C)C4(C1=CC(=O)CC4)C. Drug 2: C1=NC2=C(N=C(N=C2N1C3C(C(C(O3)CO)O)F)Cl)N. Cell line: EKVX. Synergy scores: CSS=9.49, Synergy_ZIP=0.477, Synergy_Bliss=-5.86, Synergy_Loewe=-23.4, Synergy_HSA=-6.63. (2) Drug 1: CCC1(CC2CC(C3=C(CCN(C2)C1)C4=CC=CC=C4N3)(C5=C(C=C6C(=C5)C78CCN9C7C(C=CC9)(C(C(C8N6C=O)(C(=O)OC)O)OC(=O)C)CC)OC)C(=O)OC)O.OS(=O)(=O)O. Drug 2: C1CCC(C(C1)N)N.C(=O)(C(=O)[O-])[O-].[Pt+4]. Cell line: CCRF-CEM. Synergy scores: CSS=56.7, Synergy_ZIP=1.28, Synergy_Bliss=-1.06, Synergy_Loewe=-5.29, Synergy_HSA=-3.44. (3) Cell line: SK-OV-3. Drug 1: C1CC(CNC1)C2=CC=C(C=C2)N3C=C4C=CC=C(C4=N3)C(=O)N. Synergy scores: CSS=53.2, Synergy_ZIP=-1.03, Synergy_Bliss=-2.31, Synergy_Loewe=-13.0, Synergy_HSA=-0.516. Drug 2: CC1=C(C(=CC=C1)Cl)NC(=O)C2=CN=C(S2)NC3=CC(=NC(=N3)C)N4CCN(CC4)CCO.